From a dataset of Forward reaction prediction with 1.9M reactions from USPTO patents (1976-2016). Predict the product of the given reaction. (1) The product is: [C:8]([O:11][C@@H:12]1[C@@H:17]([O:18][C:19](=[O:21])[CH3:20])[C@H:16]([O:22][C:23](=[O:25])[CH3:24])[CH2:15][S:14][C@H:13]1[O:1][C:2]1[CH:3]=[N:4][CH:5]=[CH:6][CH:7]=1)(=[O:10])[CH3:9]. Given the reactants [OH:1][C:2]1[CH:3]=[N:4][CH:5]=[CH:6][CH:7]=1.[C:8]([O:11][C@@H:12]1[C@@H:17]([O:18][C:19](=[O:21])[CH3:20])[C@H:16]([O:22][C:23](=[O:25])[CH3:24])[CH2:15][S:14][C@@H:13]1Br)(=[O:10])[CH3:9], predict the reaction product. (2) Given the reactants [NH2:1][C:2]1[C:7]([CH3:8])=[CH:6][CH:5]=[CH:4][N:3]=1.[C:9](OCC)(=[O:16])[CH2:10][C:11](OCC)=[O:12], predict the reaction product. The product is: [OH:16][C:9]1[N:1]=[C:2]2[C:7]([CH3:8])=[CH:6][CH:5]=[CH:4][N:3]2[C:11](=[O:12])[CH:10]=1. (3) Given the reactants [CH2:1]([O:8][CH:9]1[CH2:14][CH2:13][CH2:12][CH2:11][CH:10]1[NH:15][C:16]([C:18]1[N:19]([CH2:24][C:25](=[O:41])[NH:26][CH:27]2[CH2:32][CH2:31][CH2:30][CH2:29][CH:28]2[O:33][CH2:34][C:35]2[CH:40]=[CH:39][CH:38]=[CH:37][CH:36]=2)[N:20]=[C:21]([NH2:23])[CH:22]=1)=[O:17])[C:2]1[CH:7]=[CH:6][CH:5]=[CH:4][CH:3]=1.[C:42](Cl)(=[O:49])[C:43]1[CH:48]=[CH:47][CH:46]=[CH:45][CH:44]=1, predict the reaction product. The product is: [CH2:1]([O:8][CH:9]1[CH2:14][CH2:13][CH2:12][CH2:11][CH:10]1[NH:15][C:16]([C:18]1[N:19]([CH2:24][C:25](=[O:41])[NH:26][CH:27]2[CH2:32][CH2:31][CH2:30][CH2:29][CH:28]2[O:33][CH2:34][C:35]2[CH:40]=[CH:39][CH:38]=[CH:37][CH:36]=2)[N:20]=[C:21]([NH:23][C:42](=[O:49])[C:43]2[CH:48]=[CH:47][CH:46]=[CH:45][CH:44]=2)[CH:22]=1)=[O:17])[C:2]1[CH:3]=[CH:4][CH:5]=[CH:6][CH:7]=1. (4) Given the reactants [Br:1][C:2]1[C:10]2[O:9][CH:8]([CH2:11][OH:12])[CH2:7][C:6]=2[CH:5]=[C:4]([CH3:13])[CH:3]=1.[C:14]1([CH3:24])[CH:19]=[CH:18][C:17]([S:20](Cl)(=[O:22])=[O:21])=[CH:16][CH:15]=1.CC1C=CC(S(OCC2CC3C(C(F)(F)F)=CC=C(Cl)C=3O2)(=O)=O)=CC=1, predict the reaction product. The product is: [CH3:24][C:14]1[CH:19]=[CH:18][C:17]([S:20]([O:12][CH2:11][CH:8]2[CH2:7][C:6]3[CH:5]=[C:4]([CH3:13])[CH:3]=[C:2]([Br:1])[C:10]=3[O:9]2)(=[O:22])=[O:21])=[CH:16][CH:15]=1. (5) Given the reactants [F:1][C:2]1[C:7]([C:8]([F:11])([F:10])[F:9])=[CH:6][CH:5]=[CH:4][C:3]=1[C:12]1([OH:18])[CH2:17][CH2:16][NH:15][CH2:14][CH2:13]1.C(=O)([O-])[O-].[K+].[K+].Br[CH2:26][CH2:27][CH2:28][CH3:29].Cl, predict the reaction product. The product is: [F:1][C:2]1[C:7]([C:8]([F:10])([F:11])[F:9])=[CH:6][CH:5]=[CH:4][C:3]=1[C:12]1([OH:18])[CH2:17][CH2:16][N:15]([CH2:26][CH2:27][CH2:28][CH3:29])[CH2:14][CH2:13]1.